Dataset: Catalyst prediction with 721,799 reactions and 888 catalyst types from USPTO. Task: Predict which catalyst facilitates the given reaction. The catalyst class is: 2. Reactant: [CH3:1][C:2]1[N:7]=[C:6]([O:8][C:9]2[CH:17]=[CH:16][C:12]([C:13](O)=[O:14])=[CH:11][CH:10]=2)[CH:5]=[CH:4][C:3]=1[CH2:18][N:19]1[CH2:24][CH2:23][CH:22]([N:25]2[C@H:29]([C:30]3[CH:35]=[CH:34][CH:33]=[CH:32][CH:31]=3)[CH2:28][O:27][C:26]2=[O:36])[CH2:21][CH2:20]1.CC(C[AlH]CC(C)C)C. Product: [OH:14][CH2:13][C:12]1[CH:11]=[CH:10][C:9]([O:8][C:6]2[N:7]=[C:2]([CH3:1])[C:3]([CH2:18][N:19]3[CH2:20][CH2:21][CH:22]([N:25]4[C@H:29]([C:30]5[CH:31]=[CH:32][CH:33]=[CH:34][CH:35]=5)[CH2:28][O:27][C:26]4=[O:36])[CH2:23][CH2:24]3)=[CH:4][CH:5]=2)=[CH:17][CH:16]=1.